Dataset: Reaction yield outcomes from USPTO patents with 853,638 reactions. Task: Predict the reaction yield, written as a fraction of the theoretical maximum amount of product (1.0 means a 100% yield; for example, 0.34 means a 34% yield). (1) The reactants are [NH2:1][C:2](=[O:40])[CH2:3][C:4]1[CH:39]=[CH:38][CH:37]=[CH:36][C:5]=1[CH2:6][CH2:7][C:8]1[C:13]([C:14]([F:17])([F:16])[F:15])=[CH:12][N:11]=[C:10]([NH:18][C:19]2[CH:20]=[C:21]3[C:26](=[CH:27][CH:28]=2)[CH2:25][N:24](C(OC(C)(C)C)=O)[CH2:23][CH2:22]3)[N:9]=1.C(O)(C(F)(F)F)=O. The catalyst is C(Cl)Cl. The product is [CH2:25]1[C:26]2[C:21](=[CH:20][C:19]([NH:18][C:10]3[N:9]=[C:8]([CH2:7][CH2:6][C:5]4[CH:36]=[CH:37][CH:38]=[CH:39][C:4]=4[CH2:3][C:2]([NH2:1])=[O:40])[C:13]([C:14]([F:16])([F:17])[F:15])=[CH:12][N:11]=3)=[CH:28][CH:27]=2)[CH2:22][CH2:23][NH:24]1. The yield is 0.740. (2) The reactants are [C:1](Cl)(=[O:10])[CH:2]=[CH:3][C:4]1[CH:9]=[CH:8][CH:7]=[CH:6][CH:5]=1.[CH3:12][O:13][C:14]1[CH:15]=[C:16]([CH:18]=[CH:19][CH:20]=1)[NH2:17].C([O-])([O-])=O.[K+].[K+]. The catalyst is CC(C)=O. The product is [CH3:12][O:13][C:14]1[CH:15]=[C:16]([NH:17][C:1](=[O:10])[CH:2]=[CH:3][C:4]2[CH:9]=[CH:8][CH:7]=[CH:6][CH:5]=2)[CH:18]=[CH:19][CH:20]=1. The yield is 0.740. (3) The reactants are [NH2:1][C:2]1[NH:3][C:4](=[O:16])[C:5]2[C:13]3[C:8](=[CH:9][CH:10]=[CH:11][C:12]=3[Cl:14])[NH:7][C:6]=2[N:15]=1.[CH3:17][C:18]1[CH:23]=CN=C(N)[C:19]=1C.C(N(CC)CC)C.C(Cl)(Cl)Cl.[CH3:37][OH:38]. No catalyst specified. The product is [Cl:14][C:12]1[CH:11]=[CH:10][CH:9]=[C:8]2[C:13]=1[C:5]1[C:37](=[O:38])[NH:1][C:2]([NH:3][C:4](=[O:16])[C:18]([CH3:23])([CH3:19])[CH3:17])=[N:15][C:6]=1[NH:7]2. The yield is 0.400.